Dataset: Reaction yield outcomes from USPTO patents with 853,638 reactions. Task: Predict the reaction yield, written as a fraction of the theoretical maximum amount of product (1.0 means a 100% yield; for example, 0.34 means a 34% yield). (1) The reactants are CS(C)(=O)=O.Cl.[C:7](Cl)(=[NH:9])[NH2:8].C([O:13][C:14]([C:16]1[C:24]2[C:19](=[CH:20][CH:21]=[CH:22][C:23]=2[Cl:25])[NH:18][C:17]=1[NH2:26])=O)C.O.N. The catalyst is C(Cl)(Cl)Cl.O. The product is [NH2:8][C:7]1[NH:9][C:14](=[O:13])[C:16]2[C:24]3[C:19](=[CH:20][CH:21]=[CH:22][C:23]=3[Cl:25])[NH:18][C:17]=2[N:26]=1. The yield is 0.780. (2) The reactants are [Br:1][C:2]1[CH:7]=[CH:6][N:5]=[C:4]([CH:8]=O)[CH:3]=1.[N:10]1([C:16]([O:18][C:19]([CH3:22])([CH3:21])[CH3:20])=[O:17])[CH2:15][CH2:14][NH:13][CH2:12][CH2:11]1.ClCCl.C(O[BH-](OC(=O)C)OC(=O)C)(=O)C.[Na+]. The yield is 0.940. The catalyst is O. The product is [Br:1][C:2]1[CH:7]=[CH:6][N:5]=[C:4]([CH2:8][N:13]2[CH2:12][CH2:11][N:10]([C:16]([O:18][C:19]([CH3:22])([CH3:21])[CH3:20])=[O:17])[CH2:15][CH2:14]2)[CH:3]=1. (3) The reactants are [OH:1][C:2]1[CH:12]=[CH:11][C:5]([CH:6]=[CH:7][C:8]([OH:10])=O)=[CH:4][CH:3]=1.CCN=C=NCCCN(C)C.C1C=CC2N(O)N=NC=2C=1.[CH2:34]([NH2:43])[CH2:35][CH2:36][CH2:37][CH2:38][CH2:39][CH2:40][CH2:41][CH3:42].Cl. The catalyst is C1COCC1.O. The product is [OH:1][C:2]1[CH:3]=[CH:4][C:5](/[CH:6]=[CH:7]/[C:8]([NH:43][CH2:34][CH2:35][CH2:36][CH2:37][CH2:38][CH2:39][CH2:40][CH2:41][CH3:42])=[O:10])=[CH:11][CH:12]=1. The yield is 0.910. (4) The reactants are [Cl:1]N1C(=O)CCC1=O.[CH3:9][S:10][CH2:11][C:12]([O:14][CH2:15][CH3:16])=[O:13]. The catalyst is C(Cl)(Cl)(Cl)Cl. The product is [Cl:1][CH:11]([S:10][CH3:9])[C:12]([O:14][CH2:15][CH3:16])=[O:13]. The yield is 0.430. (5) The reactants are [NH2:1][C:2]1[C:11]2[C:6](=[C:7](Br)[CH:8]=[CH:9][CH:10]=2)[N:5]=[N:4][C:3]=1[C:13]([NH:15][CH2:16][CH2:17][CH3:18])=[O:14].[CH3:19][O:20][C:21]1[N:26]=[C:25]([O:27][CH3:28])[C:24](B(O)O)=[CH:23][N:22]=1. No catalyst specified. The product is [NH2:1][C:2]1[C:11]2[C:6](=[C:7]([C:24]3[C:25]([O:27][CH3:28])=[N:26][C:21]([O:20][CH3:19])=[N:22][CH:23]=3)[CH:8]=[CH:9][CH:10]=2)[N:5]=[N:4][C:3]=1[C:13]([NH:15][CH2:16][CH2:17][CH3:18])=[O:14]. The yield is 0.280. (6) The reactants are [CH3:1][O:2][C:3]1[N:4]=[C:5]2[C:10](=[CH:11][CH:12]=1)[N:9]=[CH:8][C:7]([C:13]([OH:15])=[O:14])=[CH:6]2.[O:16]1[C:21]2[CH:22]=[CH:23][C:24]([CH2:26][NH:27][C@H:28]3[CH2:33][CH2:32][C@H:31]([CH2:34]O)[CH2:30][CH2:29]3)=[CH:25][C:20]=2[O:19][CH2:18][CH2:17]1.Cl.CN(C)CCCN=C=NCC. The catalyst is CN(C)C=O.CN(C)C1C=CN=CC=1. The product is [O:16]1[C:21]2[CH:22]=[CH:23][C:24]([CH2:26][NH:27][C@H:28]3[CH2:33][CH2:32][C@H:31]([CH2:34][O:14][C:13]([C:7]4[CH:8]=[N:9][C:10]5[C:5]([CH:6]=4)=[N:4][C:3]([O:2][CH3:1])=[CH:12][CH:11]=5)=[O:15])[CH2:30][CH2:29]3)=[CH:25][C:20]=2[O:19][CH2:18][CH2:17]1. The yield is 0.150.